From a dataset of Reaction yield outcomes from USPTO patents with 853,638 reactions. Predict the reaction yield, written as a fraction of the theoretical maximum amount of product (1.0 means a 100% yield; for example, 0.34 means a 34% yield). (1) The reactants are [Br:1][C:2]1[CH:7]=[CH:6][CH:5]=[CH:4][C:3]=1[OH:8].N1C=CN=C1.[Si:14](Cl)([C:17]([CH3:20])([CH3:19])[CH3:18])([CH3:16])[CH3:15].O. The catalyst is CN(C=O)C. The product is [Br:1][C:2]1[CH:7]=[CH:6][CH:5]=[CH:4][C:3]=1[O:8][Si:14]([C:17]([CH3:20])([CH3:19])[CH3:18])([CH3:16])[CH3:15]. The yield is 0.990. (2) The reactants are [CH3:1][O:2][C:3]1[N:8]=[CH:7][C:6]([CH:9]=O)=[CH:5][CH:4]=1.[CH3:11][O:12][C:13]([CH:15]=P(C1C=CC=CC=1)(C1C=CC=CC=1)C1C=CC=CC=1)=[O:14].O. The catalyst is C(Cl)Cl. The product is [CH3:11][O:12][C:13](=[O:14])[CH:15]=[CH:9][C:6]1[CH:7]=[N:8][C:3]([O:2][CH3:1])=[CH:4][CH:5]=1. The yield is 0.738. (3) The reactants are Cl.[F:2][C:3]([F:25])([F:24])[O:4][C:5]1[CH:10]=[CH:9][C:8]([N:11]2[CH:15]=[N:14][C:13]([C:16]3[CH:21]=[CH:20][C:19]([CH2:22][NH2:23])=[CH:18][CH:17]=3)=[N:12]2)=[CH:7][CH:6]=1.C(N(CC)CC)C.[CH:33]([C:36]1[CH:41]=[CH:40][CH:39]=[CH:38][C:37]=1[N:42]=[C:43]=[S:44])([CH3:35])[CH3:34]. The catalyst is ClCCl. The product is [CH:33]([C:36]1[CH:41]=[CH:40][CH:39]=[CH:38][C:37]=1[NH:42][C:43]([NH:23][CH2:22][C:19]1[CH:20]=[CH:21][C:16]([C:13]2[N:14]=[CH:15][N:11]([C:8]3[CH:7]=[CH:6][C:5]([O:4][C:3]([F:2])([F:24])[F:25])=[CH:10][CH:9]=3)[N:12]=2)=[CH:17][CH:18]=1)=[S:44])([CH3:35])[CH3:34]. The yield is 0.480. (4) The reactants are [C:1]([O:5][C:6]([N:8]1[CH2:13][CH2:12][C:11](=[CH2:14])[CH2:10][CH2:9]1)=[O:7])([CH3:4])([CH3:3])[CH3:2].I[C:16]1[CH:21]=[CH:20][CH:19]=[CH:18][C:17]=1[C:22]([F:25])([F:24])[F:23].C([O-])([O-])=O.[K+].[K+].[OH-].[Na+]. The catalyst is C1COCC1.[Pd].O.CN(C=O)C. The product is [C:1]([O:5][C:6]([N:8]1[CH2:13][CH2:12][CH:11]([CH2:14][C:16]2[CH:21]=[CH:20][CH:19]=[CH:18][C:17]=2[C:22]([F:25])([F:24])[F:23])[CH2:10][CH2:9]1)=[O:7])([CH3:4])([CH3:3])[CH3:2]. The yield is 0.700. (5) The reactants are Cl[C:2]1[C:3]([C:10]([OH:12])=[O:11])=[N:4][N:5]([CH3:9])[C:6](=[O:8])[CH:7]=1.[F:13][C:14]1[CH:20]=[C:19]([I:21])[CH:18]=[CH:17][C:15]=1[NH2:16].C[Si]([N-][Si](C)(C)C)(C)C.[Li+]. The catalyst is O1CCCC1. The product is [F:13][C:14]1[CH:20]=[C:19]([I:21])[CH:18]=[CH:17][C:15]=1[NH:16][C:2]1[C:3]([C:10]([OH:12])=[O:11])=[N:4][N:5]([CH3:9])[C:6](=[O:8])[CH:7]=1. The yield is 1.00.